Predict the reactants needed to synthesize the given product. From a dataset of Full USPTO retrosynthesis dataset with 1.9M reactions from patents (1976-2016). (1) Given the product [CH3:2][O:3][N:4]([CH3:5])[C:12](=[O:14])[C:11]([CH3:10])([C:24]1[CH:29]=[CH:28][C:27]([S:30][CH3:31])=[CH:26][N:25]=1)[CH2:17][CH:18]1[CH2:19][CH2:20][O:21][CH2:22][CH2:23]1, predict the reactants needed to synthesize it. The reactants are: Cl.[CH3:2][O:3][NH:4][CH3:5].C[Al](C)C.[CH3:10][C:11]([C:24]1[CH:29]=[CH:28][C:27]([S:30][CH3:31])=[CH:26][N:25]=1)([CH2:17][CH:18]1[CH2:23][CH2:22][O:21][CH2:20][CH2:19]1)[C:12]([O:14]CC)=O.C(=O)([O-])O.[Na+].[C@H](O)(C([O-])=O)[C@@H](O)C([O-])=O.[Na+].[K+]. (2) The reactants are: [I:1][C:2]1[CH:6]=[C:5]([CH:7]([CH3:9])[CH3:8])[NH:4][N:3]=1.I[CH:11]1[CH2:14][N:13]([C:15]([O:17][C:18]([CH3:21])([CH3:20])[CH3:19])=[O:16])[CH2:12]1. Given the product [I:1][C:2]1[N:3]([CH:11]2[CH2:12][N:13]([C:15]([O:17][C:18]([CH3:21])([CH3:20])[CH3:19])=[O:16])[CH2:14]2)[N:4]=[C:5]([CH:7]([CH3:9])[CH3:8])[CH:6]=1.[I:1][C:2]1[CH:6]=[C:5]([CH:7]([CH3:9])[CH3:8])[N:4]([CH:11]2[CH2:12][N:13]([C:15]([O:17][C:18]([CH3:21])([CH3:20])[CH3:19])=[O:16])[CH2:14]2)[N:3]=1, predict the reactants needed to synthesize it. (3) Given the product [C:17]([O:21][C:22](=[O:44])[N:23]([C:41](=[O:43])[CH3:42])[C@H:24]1[CH2:28][C@@H:27]([N:29]2[CH:37]=[N:36][C:35]3[C:30]2=[N:31][CH:32]=[N:33][C:34]=3[NH:6][CH2:5][C:4]2[CH:7]=[CH:8][CH:9]=[C:2]([I:1])[CH:3]=2)[C@H:26]([OH:39])[C@@H:25]1[OH:40])([CH3:20])([CH3:18])[CH3:19], predict the reactants needed to synthesize it. The reactants are: [I:1][C:2]1[CH:3]=[C:4]([CH:7]=[CH:8][CH:9]=1)[CH2:5][NH2:6].C(N(CC)CC)C.[C:17]([O:21][C:22](=[O:44])[N:23]([C:41](=[O:43])[CH3:42])[C@H:24]1[CH2:28][C@@H:27]([N:29]2[CH:37]=[N:36][C:35]3[C:30]2=[N:31][CH:32]=[N:33][C:34]=3Cl)[C@H:26]([OH:39])[C@@H:25]1[OH:40])([CH3:20])([CH3:19])[CH3:18]. (4) Given the product [Cl:1][C:2]1[CH:3]=[C:4]([CH:7]=[CH:8][C:9]=1[N:11]1[CH2:16][CH2:15][O:14][CH2:13][CH2:12]1)[C:5]#[N:6], predict the reactants needed to synthesize it. The reactants are: [Cl:1][C:2]1[CH:3]=[C:4]([CH:7]=[CH:8][C:9]=1F)[C:5]#[N:6].[NH:11]1[CH2:16][CH2:15][O:14][CH2:13][CH2:12]1.